Dataset: Catalyst prediction with 721,799 reactions and 888 catalyst types from USPTO. Task: Predict which catalyst facilitates the given reaction. (1) Reactant: [CH2:1]([O:8][C:9](=[O:23])[NH:10][C:11]1[CH:16]=[CH:15][C:14]([C:17]2[CH2:18][CH2:19][NH:20][CH2:21][CH:22]=2)=[CH:13][CH:12]=1)[C:2]1[CH:7]=[CH:6][CH:5]=[CH:4][CH:3]=1.C([O-])([O-])=O.[K+].[K+].I[CH:31]([CH3:33])[CH3:32]. Product: [CH2:1]([O:8][C:9](=[O:23])[NH:10][C:11]1[CH:16]=[CH:15][C:14]([C:17]2[CH2:22][CH2:21][N:20]([CH:31]([CH3:33])[CH3:32])[CH2:19][CH:18]=2)=[CH:13][CH:12]=1)[C:2]1[CH:7]=[CH:6][CH:5]=[CH:4][CH:3]=1. The catalyst class is: 23. (2) Reactant: [CH2:1]([NH:4][C:5]([C:7]1[NH:8][C:9]2[C:14]([CH:15]=1)=[CH:13][C:12]([N+:16]([O-])=O)=[CH:11][CH:10]=2)=[O:6])[CH2:2][CH3:3]. Product: [CH2:1]([NH:4][C:5]([C:7]1[NH:8][C:9]2[C:14]([CH:15]=1)=[CH:13][C:12]([NH2:16])=[CH:11][CH:10]=2)=[O:6])[CH2:2][CH3:3]. The catalyst class is: 50. (3) Reactant: Cl.[Cl:2][C:3]1[CH:4]=[C:5]2[C:11]([C:12]3[N:17]=[C:16]([NH:18][C@H:19]4[CH2:24][CH2:23][CH2:22][NH:21][CH2:20]4)[C:15]([F:25])=[CH:14][N:13]=3)=[CH:10][NH:9][C:6]2=[N:7][CH:8]=1.ClC1C=C2C(C3N=C(N[C@H]4CCCNC4)C(F)=CN=3)=CNC2=NC=1.C(N(C(C)C)CC)(C)C.Cl[C:60]([O:62][CH3:63])=[O:61]. Product: [Cl:2][C:3]1[CH:4]=[C:5]2[C:11]([C:12]3[N:17]=[C:16]([NH:18][C@H:19]4[CH2:24][CH2:23][CH2:22][N:21]([C:60]([O:62][CH3:63])=[O:61])[CH2:20]4)[C:15]([F:25])=[CH:14][N:13]=3)=[CH:10][NH:9][C:6]2=[N:7][CH:8]=1. The catalyst class is: 59. (4) Reactant: [CH:1]1[C:6]([Cl:7])=[C:5]([C:8]([OH:10])=[O:9])[N:4]=[C:3]([Cl:11])[CH:2]=1.[CH2:12]([CH2:14][NH2:15])[OH:13].C1(C)C=CC=CC=1.O. Product: [CH:1]1[C:6]([Cl:7])=[C:5]([C:8]([OH:10])=[O:9])[N:4]=[C:3]([Cl:11])[CH:2]=1.[OH:13][CH2:12][CH2:14][NH2+:15][CH2:5][CH2:8][OH:9]. The catalyst class is: 51. (5) Reactant: C[O:2][C:3]1[C:8]([N:9]2[C:13](=[O:14])[C:12]3=[CH:15][CH:16]=[CH:17][CH:18]=[C:11]3[C:10]2=[O:19])=[CH:7][CH:6]=[C:5]([O:20][CH3:21])[N:4]=1.[BrH:22]. Product: [BrH:22].[O:19]=[C:10]1[C:11]2[C:12](=[CH:15][CH:16]=[CH:17][CH:18]=2)[C:13](=[O:14])[N:9]1[C:8]1[C:3]([OH:2])=[N:4][C:5]([O:20][CH3:21])=[CH:6][CH:7]=1. The catalyst class is: 15. (6) Reactant: C[O:2][C:3]([C:5]1[CH:10]=[C:9]([Br:11])[C:8](=[O:12])[N:7]([CH3:13])[C:6]=1[NH:14][C:15]1[CH:20]=[CH:19][C:18]([Br:21])=[CH:17][C:16]=1[F:22])=[O:4].COC(C1C=CC(=O)N(C)C=1NC1C=CC(Br)=CC=1F)=O.BrN1C(=O)CCC1=O. Product: [Br:11][C:9]1[C:8](=[O:12])[N:7]([CH3:13])[C:6]([NH:14][C:15]2[CH:20]=[CH:19][C:18]([Br:21])=[CH:17][C:16]=2[F:22])=[C:5]([C:3]([OH:4])=[O:2])[CH:10]=1. The catalyst class is: 3. (7) Product: [Br:3][C:4]1[CH:5]=[N:6][CH:7]=[C:8]([C:10]#[CH:11])[CH:9]=1. The catalyst class is: 5. Reactant: [OH-].[K+].[Br:3][C:4]1[CH:5]=[N:6][CH:7]=[C:8]([C:10]#[C:11][Si](C)(C)C)[CH:9]=1. (8) Reactant: [F:1][CH2:2][CH:3]([O:6][C:7]1[CH:12]=[CH:11][N:10]=[CH:9][CH:8]=1)[CH2:4][F:5]. Product: [F:5][CH2:4][CH:3]([O:6][CH:7]1[CH2:8][CH2:9][NH:10][CH2:11][CH2:12]1)[CH2:2][F:1]. The catalyst class is: 847. (9) Reactant: [OH-].[Na+].C([O:5][C:6](=[O:27])[CH2:7][N:8]1[C:12](=[O:13])[C:11]2([CH2:18][CH2:17][CH2:16][CH2:15][CH2:14]2)[N:10]([C:19]2[CH:24]=[CH:23][C:22]([CH3:25])=[CH:21][CH:20]=2)[C:9]1=[O:26])C. Product: [O:26]=[C:9]1[N:8]([CH2:7][C:6]([OH:27])=[O:5])[C:12](=[O:13])[C:11]2([CH2:14][CH2:15][CH2:16][CH2:17][CH2:18]2)[N:10]1[C:19]1[CH:20]=[CH:21][C:22]([CH3:25])=[CH:23][CH:24]=1. The catalyst class is: 1.